Dataset: Reaction yield outcomes from USPTO patents with 853,638 reactions. Task: Predict the reaction yield, written as a fraction of the theoretical maximum amount of product (1.0 means a 100% yield; for example, 0.34 means a 34% yield). (1) The reactants are [O:1]=[C:2]1[CH2:6][CH2:5][CH2:4][N:3]1[C@@H:7]1[CH2:12][CH2:11][C@H:10]([O:13]C(=O)C2C=CC([N+]([O-])=O)=CC=2)[CH2:9][CH2:8]1.C(=O)([O-])[O-].[K+].[K+]. The catalyst is CO.O. The product is [OH:13][C@@H:10]1[CH2:9][CH2:8][C@H:7]([N:3]2[CH2:4][CH2:5][CH2:6][C:2]2=[O:1])[CH2:12][CH2:11]1. The yield is 0.830. (2) The reactants are C(OC([N:8]1[CH2:12][CH2:11][CH:10]([NH:13][C:14]2[CH:15]=[C:16]([Cl:39])[CH:17]=[C:18]3[C:22]=2[NH:21][C:20]([C:23](=[O:38])[NH:24][C:25]2[CH:30]=[CH:29][C:28]([O:31][C:32]4[CH:37]=[CH:36][CH:35]=[CH:34][CH:33]=4)=[CH:27][CH:26]=2)=[CH:19]3)[CH2:9]1)=O)(C)(C)C.FC(F)(F)C(O)=O. The catalyst is ClCCl. The product is [O:31]([C:28]1[CH:29]=[CH:30][C:25]([NH:24][C:23]([C:20]2[NH:21][C:22]3[C:18]([CH:19]=2)=[CH:17][C:16]([Cl:39])=[CH:15][C:14]=3[NH:13][CH:10]2[CH2:11][CH2:12][NH:8][CH2:9]2)=[O:38])=[CH:26][CH:27]=1)[C:32]1[CH:33]=[CH:34][CH:35]=[CH:36][CH:37]=1. The yield is 0.490. (3) The reactants are [CH3:1][C:2]1[C:6]2[CH:7]=[CH:8][CH:9]=[CH:10][C:5]=2[O:4][C:3]=1[C:11](O)=[O:12].B.C1COCC1. The catalyst is C1COCC1.O. The product is [CH3:1][C:2]1[C:6]2[CH:7]=[CH:8][CH:9]=[CH:10][C:5]=2[O:4][C:3]=1[CH2:11][OH:12]. The yield is 0.870. (4) The reactants are [C:1]1([CH2:7][C:8]([OH:10])=O)[CH:6]=[CH:5][CH:4]=[CH:3][CH:2]=1.CN1CCOCC1.ClC(OCC(C)C)=O.[NH2:26][C:27]1[CH:32]=[CH:31][C:30]([C:33]2[CH:41]=[C:40]3[C:36]([CH2:37][N:38]([C@@H:43]([CH:48]([CH3:50])[CH3:49])[C:44]([O:46][CH3:47])=[O:45])[C:39]3=[O:42])=[CH:35][CH:34]=2)=[CH:29][CH:28]=1. The catalyst is C1COCC1.CCOC(C)=O. The product is [CH3:49][CH:48]([CH3:50])[C@H:43]([N:38]1[CH2:37][C:36]2[C:40](=[CH:41][C:33]([C:30]3[CH:29]=[CH:28][C:27]([NH:26][C:8](=[O:10])[CH2:7][C:1]4[CH:2]=[CH:3][CH:4]=[CH:5][CH:6]=4)=[CH:32][CH:31]=3)=[CH:34][CH:35]=2)[C:39]1=[O:42])[C:44]([O:46][CH3:47])=[O:45]. The yield is 0.693. (5) The reactants are [Cl:1]N1C(=O)CCC1=O.[NH2:9][C:10]1[CH:15]=[C:14]([C:16]([O:18][CH2:19][CH3:20])=[O:17])[N:13]=[C:12]([C:21]2[CH:26]=[CH:25][C:24]([C:27]([F:30])([F:29])[F:28])=[CH:23][N:22]=2)[N:11]=1. The catalyst is CN(C)C=O.C(OCC)(=O)C. The product is [NH2:9][C:10]1[C:15]([Cl:1])=[C:14]([C:16]([O:18][CH2:19][CH3:20])=[O:17])[N:13]=[C:12]([C:21]2[CH:26]=[CH:25][C:24]([C:27]([F:30])([F:29])[F:28])=[CH:23][N:22]=2)[N:11]=1. The yield is 0.130. (6) The reactants are [Br:1][C:2]1[CH:8]=[CH:7][C:6]([F:9])=[CH:5][C:3]=1[NH2:4].N([O-])=O.[Na+].[N-:14]=[N+:15]=[N-].[Na+].CC([O-])=O.[Na+]. The catalyst is Cl.O. The product is [N:4]([C:3]1[CH:5]=[C:6]([F:9])[CH:7]=[CH:8][C:2]=1[Br:1])=[N+:14]=[N-:15]. The yield is 0.960.